Dataset: CYP2C9 inhibition data for predicting drug metabolism from PubChem BioAssay. Task: Regression/Classification. Given a drug SMILES string, predict its absorption, distribution, metabolism, or excretion properties. Task type varies by dataset: regression for continuous measurements (e.g., permeability, clearance, half-life) or binary classification for categorical outcomes (e.g., BBB penetration, CYP inhibition). Dataset: cyp2c9_veith. (1) The compound is COc1ccc(-c2cc(CCCC(=O)NCCc3ccc(OC)cc3OC)no2)cc1. The result is 1 (inhibitor). (2) The compound is CN(C)c1ncc2nc(-c3cc(F)cc(F)c3)c(=O)n(-c3ccccc3)c2n1. The result is 0 (non-inhibitor). (3) The result is 0 (non-inhibitor). The drug is COc1ccc(C(N)=O)cc1NC(=O)c1cccc(F)c1. (4) The drug is Cc1ccc(-c2cccc(OC(=O)c3ccccc3F)c2)cc1. The result is 0 (non-inhibitor). (5) The compound is CCN(CC)CCOc1ccc2c(c1)C(=NO)c1cc(OCCN(CC)CC)ccc1-2.Cl. The result is 0 (non-inhibitor). (6) The molecule is N#CCCn1nnc2ccccc21. The result is 0 (non-inhibitor). (7) The drug is N[C@@H](Cc1cnc[nH]1)C(=O)O. The result is 0 (non-inhibitor). (8) The molecule is CCC(COC(=O)NC)NC(=O)Oc1ccccc1. The result is 0 (non-inhibitor).